From a dataset of Peptide-MHC class I binding affinity with 185,985 pairs from IEDB/IMGT. Regression. Given a peptide amino acid sequence and an MHC pseudo amino acid sequence, predict their binding affinity value. This is MHC class I binding data. (1) The peptide sequence is VSILASSL. The MHC is H-2-Kb with pseudo-sequence H-2-Kb. The binding affinity (normalized) is 0.762. (2) The peptide sequence is WEAWWTEY. The MHC is HLA-B35:01 with pseudo-sequence HLA-B35:01. The binding affinity (normalized) is 0.0365. (3) The peptide sequence is FGRNLLTAM. The MHC is Mamu-A02 with pseudo-sequence Mamu-A02. The binding affinity (normalized) is 0.670. (4) The peptide sequence is YLKKKNHPL. The MHC is HLA-B08:01 with pseudo-sequence HLA-B08:01. The binding affinity (normalized) is 0.518. (5) The peptide sequence is TLMNVITLV. The MHC is HLA-A30:01 with pseudo-sequence HLA-A30:01. The binding affinity (normalized) is 0.197.